Dataset: Forward reaction prediction with 1.9M reactions from USPTO patents (1976-2016). Task: Predict the product of the given reaction. (1) Given the reactants [CH:1]1([N:4]2[CH2:12][C:11]3[C:6](=[CH:7][CH:8]=[C:9](B4OC(C)(C)C(C)(C)O4)[CH:10]=3)[C:5]2=[O:22])[CH2:3][CH2:2]1.Br[C:24]1[CH:38]=[CH:37][C:27]([CH2:28][N:29]2[C:33](=[O:34])[CH2:32][N:31]([CH3:35])[C:30]2=[O:36])=[CH:26][CH:25]=1.C1(P(C2CCCCC2)C2CCCCC2)CCCCC1.P([O-])([O-])([O-])=O.[K+].[K+].[K+], predict the reaction product. The product is: [CH:1]1([N:4]2[CH2:12][C:11]3[C:6](=[CH:7][CH:8]=[C:9]([C:24]4[CH:38]=[CH:37][C:27]([CH2:28][N:29]5[C:33](=[O:34])[CH2:32][N:31]([CH3:35])[C:30]5=[O:36])=[CH:26][CH:25]=4)[CH:10]=3)[C:5]2=[O:22])[CH2:2][CH2:3]1. (2) Given the reactants [Br:1][C:2]1[N:6]([CH:7]([CH3:9])[CH3:8])[N:5]=[CH:4][C:3]=1[C:10](OCC)=[O:11].B.CSC.[OH-].[Na+], predict the reaction product. The product is: [Br:1][C:2]1[N:6]([CH:7]([CH3:8])[CH3:9])[N:5]=[CH:4][C:3]=1[CH2:10][OH:11]. (3) Given the reactants [C:1]([OH:4])(=[O:3])C.[CH:5]([C:8]1[S:9][CH:10]=[C:11]([C:13]([N:15]2[CH2:20][C:19]3([CH2:25][CH2:24][N:23]([CH2:26][CH2:27][CH2:28][CH2:29][CH2:30][CH2:31][CH2:32][CH2:33][C:34](=O)[CH3:35])[CH2:22][CH2:21]3)[O:18][CH2:17][CH2:16]2)=[O:14])[N:12]=1)([CH3:7])[CH3:6].C(O)(=O)C.[NH2:41][CH2:42][C@@H:43]([C:45]1[C:53]2[S:52][C:51](=[O:54])[NH:50][C:49]=2[C:48]([OH:55])=[CH:47][CH:46]=1)[OH:44].C(O[BH-](OC(=O)C)OC(=O)C)(=O)C.[Na+], predict the reaction product. The product is: [CH:1]([OH:4])=[O:3].[OH:55][C:48]1[C:49]2[NH:50][C:51](=[O:54])[S:52][C:53]=2[C:45]([C@@H:43]([OH:44])[CH2:42][NH:41][CH:34]([CH2:33][CH2:32][CH2:31][CH2:30][CH2:29][CH2:28][CH2:27][CH2:26][N:23]2[CH2:22][CH2:21][C:19]3([O:18][CH2:17][CH2:16][N:15]([C:13]([C:11]4[N:12]=[C:8]([CH:5]([CH3:6])[CH3:7])[S:9][CH:10]=4)=[O:14])[CH2:20]3)[CH2:25][CH2:24]2)[CH3:35])=[CH:46][CH:47]=1. (4) Given the reactants [Cl:1][C:2]1[CH:3]=[CH:4][C:5]2[N:6]([C:8]([C:11]([C:14]3[C:15]([F:25])=[C:16]4[C:21](=[CH:22][C:23]=3[F:24])[N:20]=[CH:19][CH:18]=[CH:17]4)(O)[CH3:12])=[CH:9][N:10]=2)[N:7]=1.[I-].O[PH2]=O, predict the reaction product. The product is: [Cl:1][C:2]1[CH:3]=[CH:4][C:5]2[N:6]([C:8]([CH:11]([C:14]3[C:15]([F:25])=[C:16]4[C:21](=[CH:22][C:23]=3[F:24])[N:20]=[CH:19][CH:18]=[CH:17]4)[CH3:12])=[CH:9][N:10]=2)[N:7]=1. (5) Given the reactants [Cl:1][C:2]1[CH:7]=[CH:6][C:5]([S:8](O)(=[O:10])=[O:9])=[CH:4][C:3]=1[S:12][CH3:13].S(Cl)([Cl:16])=O, predict the reaction product. The product is: [Cl:1][C:2]1[CH:7]=[CH:6][C:5]([S:8]([Cl:16])(=[O:10])=[O:9])=[CH:4][C:3]=1[S:12][CH3:13]. (6) Given the reactants Br[C:2]1[CH:3]=[CH:4][C:5]2[C:6]3[CH2:16][N:15]([C:17]([O:19][C:20]([CH3:23])([CH3:22])[CH3:21])=[O:18])[CH2:14][CH2:13][CH2:12][C:7]=3[N:8]([CH3:11])[C:9]=2[CH:10]=1.[F:24][C:25]([F:40])([F:39])[C:26]1[N:31]=[CH:30][C:29]([C:32]2[CH:37]=[CH:36][NH:35][C:34](=[O:38])[CH:33]=2)=[CH:28][CH:27]=1.C([O-])([O-])=O.[Cs+].[Cs+].OC1C=CC=C2C=1N=CC=C2, predict the reaction product. The product is: [CH3:11][N:8]1[C:9]2[CH:10]=[C:2]([N:35]3[CH:36]=[CH:37][C:32]([C:29]4[CH:30]=[N:31][C:26]([C:25]([F:24])([F:39])[F:40])=[CH:27][CH:28]=4)=[CH:33][C:34]3=[O:38])[CH:3]=[CH:4][C:5]=2[C:6]2[CH2:16][N:15]([C:17]([O:19][C:20]([CH3:23])([CH3:22])[CH3:21])=[O:18])[CH2:14][CH2:13][CH2:12][C:7]1=2. (7) Given the reactants [O:1]=[C:2]1[C:11]2[C:10]([NH:12]C(=O)C)=[CH:9][CH:8]=[CH:7][C:6]=2[CH2:5][CH2:4][CH2:3]1.C([O-])([O-])=O.[Na+].[Na+].[OH-].[Na+], predict the reaction product. The product is: [NH2:12][C:10]1[CH:9]=[CH:8][CH:7]=[C:6]2[C:11]=1[C:2](=[O:1])[CH2:3][CH2:4][CH2:5]2.